Dataset: Reaction yield outcomes from USPTO patents with 853,638 reactions. Task: Predict the reaction yield, written as a fraction of the theoretical maximum amount of product (1.0 means a 100% yield; for example, 0.34 means a 34% yield). (1) The reactants are Cl[CH2:2][C:3]1[S:4][CH:5]=[CH:6][N:7]=1.[OH:8][CH2:9][C:10]([NH:12][CH2:13][C@H:14]([O:16][C:17]1[CH:26]=[CH:25][CH:24]=[C:23]2[C:18]=1[C:19]([NH:27][C:28]1[CH:33]=[CH:32][C:31]([OH:34])=[C:30]([CH3:35])[CH:29]=1)=[N:20][CH:21]=[N:22]2)[CH3:15])=[O:11]. No catalyst specified. The product is [OH:8][CH2:9][C:10]([NH:12][CH2:13][C@H:14]([O:16][C:17]1[CH:26]=[CH:25][CH:24]=[C:23]2[C:18]=1[C:19]([NH:27][C:28]1[CH:33]=[CH:32][C:31]([O:34][CH2:2][C:3]3[S:4][CH:5]=[CH:6][N:7]=3)=[C:30]([CH3:35])[CH:29]=1)=[N:20][CH:21]=[N:22]2)[CH3:15])=[O:11]. The yield is 0.310. (2) The reactants are [CH3:1][N:2]([CH3:9])[CH2:3][CH2:4][O:5][CH2:6][CH2:7][OH:8].[Cl-].[CH2:11]([O:13][C:14](=[O:20])/[CH:15]=[CH:16]/[C:17](O)=[O:18])[CH3:12].C([O-])(O)=O.[Na+]. The catalyst is CN(C)C1C=CN=CC=1.C1(C)C=CC=CC=1. The product is [CH2:11]([O:13][C:14](=[O:20])[CH:15]=[CH:16][C:17]([O:8][CH2:7][CH2:6][O:5][CH2:4][CH2:3][N:2]([CH3:9])[CH3:1])=[O:18])[CH3:12]. The yield is 0.500. (3) The reactants are [Cl:1][C:2]1[C:11]([C:12](OC2C(F)=C(F)C(F)=C(F)C=2F)=[O:13])=[C:10]([NH:26][CH2:27][C:28]2[CH:33]=[CH:32][C:31]([O:34][CH3:35])=[C:30]([Cl:36])[CH:29]=2)[C:9]2[C:4](=[CH:5][CH:6]=[C:7]([C:37]#[N:38])[CH:8]=2)[N:3]=1.C(N(CC)CC)C.[CH2:46]([NH2:49])[CH2:47][NH2:48]. The catalyst is C1COCC1. The product is [NH2:48][CH2:47][CH2:46][NH:49][C:12]([C:11]1[C:2]([Cl:1])=[N:3][C:4]2[C:9]([C:10]=1[NH:26][CH2:27][C:28]1[CH:33]=[CH:32][C:31]([O:34][CH3:35])=[C:30]([Cl:36])[CH:29]=1)=[CH:8][C:7]([C:37]#[N:38])=[CH:6][CH:5]=2)=[O:13]. The yield is 0.350.